Task: Predict which catalyst facilitates the given reaction.. Dataset: Catalyst prediction with 721,799 reactions and 888 catalyst types from USPTO (1) Reactant: CC(N=N[C:8]([C:11]#N)([CH3:10])C)(C#N)C.[OH2:13].C(#N)C.[CH:17]([OH:20])([CH3:19])C.C[C:22](=[O:25])CC. Product: [C:17]([O:20][CH:8]([CH3:10])[CH2:11][O:25][CH3:22])(=[O:13])[CH3:19]. The catalyst class is: 81. (2) Reactant: Br[C:2]1[CH:7]=[C:6]([C:8]([CH3:11])([CH3:10])[CH3:9])[CH:5]=[C:4]([Br:12])[CH:3]=1.[Li]CCCC.[CH3:18][C:19]([CH3:21])=[O:20]. Product: [Br:12][C:4]1[CH:3]=[C:2]([C:19]([OH:20])([CH3:21])[CH3:18])[CH:7]=[C:6]([C:8]([CH3:11])([CH3:10])[CH3:9])[CH:5]=1. The catalyst class is: 598. (3) Reactant: Cl.[N:2]1[C:11]2[C:6](=[CH:7][CH:8]=[CH:9][CH:10]=2)[CH:5]=[CH:4][C:3]=1[CH2:12]Cl.[OH:14][C:15]1[CH:16]=[C:17]([CH:21]=[CH:22][CH:23]=1)[C:18]([OH:20])=[O:19].C(=O)([O-])[O-].[K+].[K+].O. Product: [N:2]1[C:11]2[C:6](=[CH:7][CH:8]=[CH:9][CH:10]=2)[CH:5]=[CH:4][C:3]=1[CH2:12][O:14][C:15]1[CH:16]=[C:17]([CH:21]=[CH:22][CH:23]=1)[C:18]([OH:20])=[O:19]. The catalyst class is: 3. (4) Reactant: [NH2:1][C:2]1[N:7]=[CH:6][C:5]([C:8]([N:10]=[S:11]([CH2:21][CH2:22][CH2:23][CH2:24][C:25]([O:27][CH3:28])=[O:26])([CH2:13][CH2:14][CH2:15][CH2:16][C:17]([O:19][CH3:20])=[O:18])=[O:12])=[O:9])=[CH:4][C:3]=1[C:29]#[C:30][C:31]1[CH:36]=[CH:35][CH:34]=[C:33]([NH2:37])[CH:32]=1.[F:38][C:39]1[CH:44]=[CH:43][C:42]([CH3:45])=[CH:41][C:40]=1[N:46]=[C:47]=[O:48]. Product: [NH2:1][C:2]1[N:7]=[CH:6][C:5]([C:8]([N:10]=[S:11]([CH2:21][CH2:22][CH2:23][CH2:24][C:25]([O:27][CH3:28])=[O:26])([CH2:13][CH2:14][CH2:15][CH2:16][C:17]([O:19][CH3:20])=[O:18])=[O:12])=[O:9])=[CH:4][C:3]=1[C:29]#[C:30][C:31]1[CH:36]=[CH:35][CH:34]=[C:33]([NH:37][C:47]([NH:46][C:40]2[CH:41]=[C:42]([CH3:45])[CH:43]=[CH:44][C:39]=2[F:38])=[O:48])[CH:32]=1. The catalyst class is: 31. (5) Reactant: [CH2:1]([C:8]1[C:13](=[O:14])[N:12]2[CH2:15][CH2:16][S:17][C:11]2=[N:10][C:9]=1[CH:18]([NH:21][CH2:22][CH2:23][CH2:24][NH:25][C:26](=[O:32])[O:27][C:28]([CH3:31])([CH3:30])[CH3:29])[CH2:19][CH3:20])[C:2]1[CH:7]=[CH:6][CH:5]=[CH:4][CH:3]=1.C(N(CC)CC)C.[CH3:40][C:41]1[CH:49]=[CH:48][C:44]([C:45](Cl)=[O:46])=[CH:43][CH:42]=1. Product: [O:14]=[C:13]1[N:12]2[CH2:15][CH2:16][S:17][C:11]2=[N:10][C:9]([CH:18]([N:21]([C:45](=[O:46])[C:44]2[CH:48]=[CH:49][C:41]([CH3:40])=[CH:42][CH:43]=2)[CH2:22][CH2:23][CH2:24][NH:25][C:26]([O:27][C:28]([CH3:31])([CH3:30])[CH3:29])=[O:32])[CH2:19][CH3:20])=[C:8]1[CH2:1][C:2]1[CH:3]=[CH:4][CH:5]=[CH:6][CH:7]=1. The catalyst class is: 2. (6) Reactant: [F:1][C:2]1[C:3]([F:27])=[C:4]2[O:9][CH2:8][C:7]3([CH2:12][CH2:11][CH2:10]3)[N:6]3[CH:13]=[C:14]([C:22]([O:24][CH2:25][CH3:26])=[O:23])[C:15](=[O:21])[C:16]([C:17]=1[N+:18]([O-])=O)=[C:5]23.[H][H]. Product: [NH2:18][C:17]1[C:16]2[C:15](=[O:21])[C:14]([C:22]([O:24][CH2:25][CH3:26])=[O:23])=[CH:13][N:6]3[C:7]4([CH2:12][CH2:11][CH2:10]4)[CH2:8][O:9][C:4]([C:5]=23)=[C:3]([F:27])[C:2]=1[F:1]. The catalyst class is: 394. (7) Reactant: [C:9](O[C:9]([O:11][C:12]([CH3:15])([CH3:14])[CH3:13])=[O:10])([O:11][C:12]([CH3:15])([CH3:14])[CH3:13])=[O:10].[OH:16][C:17]1([C:23]2[CH:28]=[CH:27][CH:26]=[CH:25][CH:24]=2)[CH2:22][CH2:21][NH:20][CH2:19][CH2:18]1. Product: [C:12]([O:11][C:9]([N:20]1[CH2:21][CH2:22][C:17]([OH:16])([C:23]2[CH:24]=[CH:25][CH:26]=[CH:27][CH:28]=2)[CH2:18][CH2:19]1)=[O:10])([CH3:13])([CH3:14])[CH3:15]. The catalyst class is: 2.